This data is from Catalyst prediction with 721,799 reactions and 888 catalyst types from USPTO. The task is: Predict which catalyst facilitates the given reaction. (1) Reactant: [C:1]([C:4]1[S:5]C(Cl)=C[CH:8]=1)(=O)[CH3:2].[Cl:10][C:11]1[S:15][C:14]([C:16]([CH2:18][C:19]#[N:20])=[O:17])=[CH:13][CH:12]=1.N1CCOCC1.[S]. Product: [NH2:20][C:19]1[S:5][C:4]([CH3:8])=[C:1]([CH3:2])[C:18]=1[C:16]([C:14]1[S:15][C:11]([Cl:10])=[CH:12][CH:13]=1)=[O:17]. The catalyst class is: 131. (2) Reactant: [C:1]([O:5][C:6]([N:8]1[CH2:14][CH2:13][CH2:12][NH:11][CH2:10][CH2:9]1)=[O:7])([CH3:4])([CH3:3])[CH3:2].[C:15]([NH:19][C:20](=[O:29])[C:21]1[CH:26]=[CH:25][CH:24]=[C:23]([CH2:27]Cl)[CH:22]=1)([CH3:18])([CH3:17])[CH3:16].C(N(C(C)C)C(C)C)C. Product: [C:15]([NH:19][C:20]([C:21]1[CH:22]=[C:23]([CH:24]=[CH:25][CH:26]=1)[CH2:27][N:11]1[CH2:12][CH2:13][CH2:14][N:8]([C:6]([O:5][C:1]([CH3:4])([CH3:2])[CH3:3])=[O:7])[CH2:9][CH2:10]1)=[O:29])([CH3:18])([CH3:16])[CH3:17]. The catalyst class is: 217. (3) Reactant: [CH:1]1([C:6]([N:8]2[CH2:13][CH2:12][CH:11]([C:14]3[C:22]4[C:17](=[CH:18][CH:19]=[C:20]([N:23]=[C:24]=[O:25])[CH:21]=4)[N:16]([CH3:26])[CH:15]=3)[CH2:10][CH2:9]2)=[O:7])[CH2:5][CH2:4][CH2:3][CH2:2]1.C(N(CC)CC)C.[NH:34]1[CH2:39][CH2:38][CH2:37][CH:36]([C:40]#[N:41])[CH2:35]1. Product: [C:40]([CH:36]1[CH2:37][CH2:38][CH2:39][N:34]([C:24]([NH:23][C:20]2[CH:21]=[C:22]3[C:17](=[CH:18][CH:19]=2)[N:16]([CH3:26])[CH:15]=[C:14]3[CH:11]2[CH2:12][CH2:13][N:8]([C:6]([CH:1]3[CH2:2][CH2:3][CH2:4][CH2:5]3)=[O:7])[CH2:9][CH2:10]2)=[O:25])[CH2:35]1)#[N:41]. The catalyst class is: 1. (4) Reactant: [OH:1][CH2:2][CH2:3][NH:4][C:5]1[CH:13]=[CH:12][C:8]([C:9]([OH:11])=[O:10])=[CH:7][C:6]=1[N+:14]([O-])=O. Product: [NH2:14][C:6]1[CH:7]=[C:8]([CH:12]=[CH:13][C:5]=1[NH:4][CH2:3][CH2:2][OH:1])[C:9]([OH:11])=[O:10]. The catalyst class is: 582. (5) Reactant: [CH3:1][O:2][C:3]1[CH:4]=[C:5]2[C:10](=[CH:11][C:12]=1[O:13][CH3:14])[N:9]=[CH:8][CH:7]=[C:6]2[O:15][C:16]1[C:22]([CH3:23])=[CH:21][C:19]([NH2:20])=[C:18]([CH3:24])[CH:17]=1.Cl[C:26](Cl)([O:28][C:29](=[O:35])OC(Cl)(Cl)Cl)Cl.[C:37]1(C)[C:42](O)=[CH:41][CH:40]=[CH:39][CH:38]=1.C(=O)(O)[O-].[Na+]. Product: [CH3:1][O:2][C:3]1[CH:4]=[C:5]2[C:10](=[CH:11][C:12]=1[O:13][CH3:14])[N:9]=[CH:8][CH:7]=[C:6]2[O:15][C:16]1[C:22]([CH3:23])=[CH:21][C:19]([NH:20][C:29](=[O:35])[O:28][C:26]2[CH:41]=[CH:42][CH:37]=[CH:38][C:39]=2[CH3:40])=[C:18]([CH3:24])[CH:17]=1. The catalyst class is: 208. (6) Reactant: [Cl:1][C:2]1[CH:7]=[C:6]([N:8]=[C:9]=S)[CH:5]=[CH:4][C:3]=1[CH3:11].Br[C:13]1[S:17][C:16]([NH:18][NH2:19])=[N:15][C:14]=1[C:20]1[CH:25]=[C:24]([Cl:26])[CH:23]=[CH:22][C:21]=1[Cl:27].C1CCC(N=C=NC2CCCCC2)CC1. Product: [Cl:1][C:2]1[CH:7]=[C:6]([NH:8][C:9]2[N:15]3[C:14]([C:20]4[CH:25]=[C:24]([Cl:26])[CH:23]=[CH:22][C:21]=4[Cl:27])=[CH:13][S:17][C:16]3=[N:18][N:19]=2)[CH:5]=[CH:4][C:3]=1[CH3:11]. The catalyst class is: 48.